Dataset: Catalyst prediction with 721,799 reactions and 888 catalyst types from USPTO. Task: Predict which catalyst facilitates the given reaction. (1) Reactant: [CH2:1]([O:3][C:4](=[O:34])[CH2:5][C@@H:6]([C:10]1[CH:15]=[CH:14][C:13]([O:16][CH2:17][C:18]2[CH:19]=[CH:20][C:21]3[N:22]([N:24]=[C:25]([C:27]4[CH:32]=[CH:31][C:30]([OH:33])=[CH:29][CH:28]=4)[N:26]=3)[CH:23]=2)=[CH:12][CH:11]=1)[C:7]#[C:8][CH3:9])[CH3:2].Br[CH2:36][CH2:37][O:38][CH3:39].C(=O)([O-])[O-].[Cs+].[Cs+]. Product: [CH2:1]([O:3][C:4](=[O:34])[CH2:5][C@@H:6]([C:10]1[CH:15]=[CH:14][C:13]([O:16][CH2:17][C:18]2[CH:19]=[CH:20][C:21]3[N:22]([N:24]=[C:25]([C:27]4[CH:28]=[CH:29][C:30]([O:33][CH2:36][CH2:37][O:38][CH3:39])=[CH:31][CH:32]=4)[N:26]=3)[CH:23]=2)=[CH:12][CH:11]=1)[C:7]#[C:8][CH3:9])[CH3:2]. The catalyst class is: 10. (2) Reactant: [Cl:1][C:2]1[CH:3]=[C:4]([OH:11])[CH:5]=[C:6]([N+:8]([O-:10])=[O:9])[CH:7]=1.[CH:12]1(O)[CH2:17][CH2:16][CH2:15][CH2:14][CH2:13]1.CCOC(/N=N/C(OCC)=O)=O.C1(C)C=CC=CC=1.C1C=CC(P(C2C=CC=CC=2)C2C=CC=CC=2)=CC=1. Product: [Cl:1][C:2]1[CH:7]=[C:6]([N+:8]([O-:10])=[O:9])[CH:5]=[C:4]([O:11][CH:12]2[CH2:17][CH2:16][CH2:15][CH2:14][CH2:13]2)[CH:3]=1. The catalyst class is: 1. (3) Reactant: I[C:2]1[S:6][C:5]([C:7]([O:9][CH3:10])=[O:8])=[C:4]([N:11]([C:15]([C@H:17]2[CH2:22][CH2:21][C@H:20]([CH3:23])[CH2:19][CH2:18]2)=[O:16])[CH:12]([CH3:14])[CH3:13])[CH:3]=1.[C:24](=[O:27])([O-])[O-].[Na+].[Na+].[CH3:30][N:31]([CH:33]=[O:34])C. Product: [O:34]1[C:2]2[CH:3]=[CH:4][CH:5]=[CH:7][C:30]=2[N:31]=[C:33]1[C:24]1[O:27][CH:14]=[C:12]([C:2]2[S:6][C:5]([C:7]([O:9][CH3:10])=[O:8])=[C:4]([N:11]([C:15]([C@H:17]3[CH2:22][CH2:21][C@H:20]([CH3:23])[CH2:19][CH2:18]3)=[O:16])[CH:12]([CH3:14])[CH3:13])[CH:3]=2)[CH:13]=1. The catalyst class is: 257. (4) Reactant: C(=O)([O-])[O-].[K+].[K+].[I-].[K+].[C:9]([O:13][C:14](=[O:17])[CH2:15]Br)([CH3:12])([CH3:11])[CH3:10].[CH3:18][O:19][C:20](=[O:29])[C:21]1[CH:26]=[CH:25][C:24]([OH:27])=[C:23]([CH3:28])[CH:22]=1. Product: [CH3:18][O:19][C:20](=[O:29])[C:21]1[CH:26]=[CH:25][C:24]([O:27][CH2:15][C:14]([O:13][C:9]([CH3:12])([CH3:11])[CH3:10])=[O:17])=[C:23]([CH3:28])[CH:22]=1. The catalyst class is: 21. (5) Reactant: Cl[N:2]1[C:6](=O)[CH2:5][CH2:4][C:3]1=O.[C:9]([O-:14])(=[O:13])[CH2:10][CH:11]=[CH2:12].C(=O)([O-])[O-].[Na+].[Na+].[CH2:21]1[CH2:25]OC[CH2:22]1.[OH2:26]. Product: [CH2:12]1[C:6]([C:5]2[CH:25]=[CH:21][CH:22]=[CH:3][CH:4]=2)=[N:2][O:26][CH:11]1[CH2:10][C:9]([OH:14])=[O:13]. The catalyst class is: 3. (6) Reactant: [Cl:1][C:2]1[CH:3]=[C:4]2[C:8](=[CH:9][CH:10]=1)[NH:7][CH:6]=[C:5]2[CH2:11][CH2:12][NH:13][C:14](=[O:23])[C:15]1[CH:20]=[CH:19][C:18]([CH2:21]Cl)=[CH:17][CH:16]=1.[F:24][C:25]([F:36])([F:35])[C:26]1[CH:31]=[CH:30][CH:29]=[CH:28][C:27]=1B(O)O.C(=O)([O-])[O-].[Na+].[Na+].[I-].[Na+]. Product: [Cl:1][C:2]1[CH:3]=[C:4]2[C:8](=[CH:9][CH:10]=1)[NH:7][CH:6]=[C:5]2[CH2:11][CH2:12][NH:13][C:14](=[O:23])[C:15]1[CH:20]=[CH:19][C:18]([CH2:21][C:27]2[CH:28]=[CH:29][CH:30]=[CH:31][C:26]=2[C:25]([F:36])([F:35])[F:24])=[CH:17][CH:16]=1. The catalyst class is: 437. (7) Reactant: [NH2:1][CH2:2][CH2:3][CH2:4][C@H:5]([NH:9][C:10]([O:12][CH2:13][C:14]1[CH:19]=[CH:18][CH:17]=[CH:16][CH:15]=1)=[O:11])[C:6]([OH:8])=[O:7].O.O=[C:22]1[CH2:27][CH2:26][N:25]([C:28]([O:30][C:31]([CH3:34])([CH3:33])[CH3:32])=[O:29])[CH2:24][CH2:23]1.[BH3-]C#N.[Na+]. Product: [CH2:13]([O:12][C:10]([NH:9][C@@H:5]([CH2:4][CH2:3][CH2:2][NH:1][CH:22]1[CH2:27][CH2:26][N:25]([C:28]([O:30][C:31]([CH3:34])([CH3:33])[CH3:32])=[O:29])[CH2:24][CH2:23]1)[C:6]([OH:8])=[O:7])=[O:11])[C:14]1[CH:15]=[CH:16][CH:17]=[CH:18][CH:19]=1. The catalyst class is: 1.